This data is from Reaction yield outcomes from USPTO patents with 853,638 reactions. The task is: Predict the reaction yield, written as a fraction of the theoretical maximum amount of product (1.0 means a 100% yield; for example, 0.34 means a 34% yield). (1) The product is [C:30]([O:6][CH2:7][C:8]([CH3:9])([CH3:26])[O:10][C:11]1[CH:12]=[CH:13][C:14]([B:17]([OH:18])[OH:21])=[CH:15][CH:16]=1)(=[O:29])[CH3:31]. The reactants are C([Si](C)(C)[O:6][CH2:7][C:8]([CH3:26])([O:10][C:11]1[CH:16]=[CH:15][C:14]([B:17]2[O:21]C(C)(C)C(C)(C)[O:18]2)=[CH:13][CH:12]=1)[CH3:9])(C)(C)C.[O:29]1CC[CH2:31][CH2:30]1.O. The catalyst is C(O)(=O)C.C1(C)C=CC=CC=1. The yield is 0.520. (2) The reactants are O1CCCCC1[N:7]1[C:15]2[C:10](=[CH:11][C:12]([C:16]3[N:20]=[CH:19][N:18](C(C4C=CC=CC=4)(C4C=CC=CC=4)C4C=CC=CC=4)[N:17]=3)=[CH:13][CH:14]=2)[C:9]([C:40]2[CH:45]=[CH:44][C:43]([NH2:46])=[CH:42][CH:41]=2)=[N:8]1.[CH3:47][O:48][CH2:49][C:50](Cl)=[O:51].C(N(CC)CC)C. The catalyst is O1CCCC1. The product is [NH:18]1[CH:19]=[N:20][C:16]([C:12]2[CH:11]=[C:10]3[C:15](=[CH:14][CH:13]=2)[NH:7][N:8]=[C:9]3[C:40]2[CH:45]=[CH:44][C:43]([NH:46][C:50](=[O:51])[CH2:49][O:48][CH3:47])=[CH:42][CH:41]=2)=[N:17]1. The yield is 0.0900. (3) The reactants are O1[CH2:5][CH2:4][CH2:3][CH2:2]1.I[C:7]1[CH:8]=[C:9]([CH:15]=[CH:16][CH:17]=1)[C:10]([O:12][CH2:13][CH3:14])=[O:11].C(OB(O)O)CCC.P([O-])([O-])([O-])=O.[K+].[K+].[K+]. The catalyst is C([O-])(=O)C.[Pd+2].C([O-])(=O)C.C1(P(C2CCCCC2)C2C=CC=CC=2C2C(OC)=CC=CC=2OC)CCCCC1.C1(C)C=CC=CC=1. The product is [CH2:2]([C:7]1[CH:8]=[C:9]([CH:15]=[CH:16][CH:17]=1)[C:10]([O:12][CH2:13][CH3:14])=[O:11])[CH2:3][CH2:4][CH3:5]. The yield is 0.900.